From a dataset of Peptide-MHC class II binding affinity with 134,281 pairs from IEDB. Regression. Given a peptide amino acid sequence and an MHC pseudo amino acid sequence, predict their binding affinity value. This is MHC class II binding data. (1) The peptide sequence is WKVRLLPVPPTVTVF. The MHC is HLA-DQA10301-DQB10302 with pseudo-sequence HLA-DQA10301-DQB10302. The binding affinity (normalized) is 0.0834. (2) The peptide sequence is EPIAAYHFDLSGKAF. The MHC is DRB1_0901 with pseudo-sequence DRB1_0901. The binding affinity (normalized) is 0.810. (3) The peptide sequence is PVVHFFKNIVTPRTPPY. The MHC is DRB1_0402 with pseudo-sequence DRB1_0402. The binding affinity (normalized) is 0.371. (4) The peptide sequence is AAATAGTTVYGAGAA. The MHC is HLA-DQA10102-DQB10602 with pseudo-sequence HLA-DQA10102-DQB10602. The binding affinity (normalized) is 0.748.